Dataset: Reaction yield outcomes from USPTO patents with 853,638 reactions. Task: Predict the reaction yield, written as a fraction of the theoretical maximum amount of product (1.0 means a 100% yield; for example, 0.34 means a 34% yield). (1) The reactants are [NH2:1][C:2]1[CH:3]=[C:4]([C:8]2[NH:36][C:11]3=[N:12][CH:13]=[CH:14][C:15]([C:16]4[CH:21]=[CH:20][C:19]([CH2:22][NH:23][C:24]([C:26]5[O:30][N:29]=[C:28]([C:31]([CH3:34])([CH3:33])[CH3:32])[N:27]=5)=[O:25])=[C:18]([F:35])[CH:17]=4)=[C:10]3[N:9]=2)[CH:5]=[CH:6][CH:7]=1.CCN(C(C)C)C(C)C.[C:46](Cl)(=[O:49])[CH:47]=[CH2:48]. The catalyst is O1CCCC1. The product is [C:31]([C:28]1[N:27]=[C:26]([C:24]([NH:23][CH2:22][C:19]2[CH:20]=[CH:21][C:16]([C:15]3[CH:14]=[CH:13][N:12]=[C:11]4[NH:36][C:8]([C:4]5[CH:5]=[CH:6][CH:7]=[C:2]([NH:1][C:46](=[O:49])[CH:47]=[CH2:48])[CH:3]=5)=[N:9][C:10]=34)=[CH:17][C:18]=2[F:35])=[O:25])[O:30][N:29]=1)([CH3:32])([CH3:33])[CH3:34]. The yield is 0.240. (2) The reactants are [H-].[Na+].[Br:3][C:4]1[N:9]=[C:8]([C:10]([O:12][CH3:13])=[O:11])[C:7]([OH:14])=[CH:6][CH:5]=1.[O:15]([CH2:22][CH2:23][CH2:24]Br)[C:16]1[CH:21]=[CH:20][CH:19]=[CH:18][CH:17]=1. The catalyst is CC(N(C)C)=O.C(O)(=O)CC(CC(O)=O)(C(O)=O)O. The product is [Br:3][C:4]1[N:9]=[C:8]([C:10]([O:12][CH3:13])=[O:11])[C:7]([O:14][CH2:24][CH2:23][CH2:22][O:15][C:16]2[CH:21]=[CH:20][CH:19]=[CH:18][CH:17]=2)=[CH:6][CH:5]=1. The yield is 0.860. (3) The reactants are [Si]([O:8][C@H:9]([CH3:39])[C@H:10]([C:22]1[O:26][C:25]([C:27]2[CH:32]=[CH:31][C:30]([NH:33][C:34](=[O:38])[CH2:35][CH2:36][CH3:37])=[CH:29][CH:28]=2)=[N:24][N:23]=1)[NH:11][C:12]1[CH:17]=[CH:16][C:15]([C:18]#[N:19])=[C:14]([Cl:20])[C:13]=1[CH3:21])(C(C)(C)C)(C)C.CCCC[N+](CCCC)(CCCC)CCCC.[F-]. The catalyst is C1COCC1. The product is [Cl:20][C:14]1[C:13]([CH3:21])=[C:12]([NH:11][C@@H:10]([C:22]2[O:26][C:25]([C:27]3[CH:28]=[CH:29][C:30]([NH:33][C:34](=[O:38])[CH2:35][CH2:36][CH3:37])=[CH:31][CH:32]=3)=[N:24][N:23]=2)[C@H:9]([OH:8])[CH3:39])[CH:17]=[CH:16][C:15]=1[C:18]#[N:19]. The yield is 0.970. (4) The reactants are [CH2:1]([O:3][C:4]([C:6]1[C:7](Cl)=[N:8][C:9]2[C:14]([C:15]=1[C:16]1[CH:21]=[CH:20][CH:19]=[CH:18][CH:17]=1)=[CH:13][C:12]([Cl:22])=[CH:11][CH:10]=2)=[O:5])[CH3:2].[NH:24]1[CH2:28][CH2:27][CH2:26][CH2:25]1.C([O-])([O-])=O.[K+].[K+]. The catalyst is CS(C)=O.O. The product is [CH2:1]([O:3][C:4]([C:6]1[C:7]([N:24]2[CH2:28][CH2:27][CH2:26][CH2:25]2)=[N:8][C:9]2[C:14]([C:15]=1[C:16]1[CH:21]=[CH:20][CH:19]=[CH:18][CH:17]=1)=[CH:13][C:12]([Cl:22])=[CH:11][CH:10]=2)=[O:5])[CH3:2]. The yield is 0.680.